This data is from Forward reaction prediction with 1.9M reactions from USPTO patents (1976-2016). The task is: Predict the product of the given reaction. (1) The product is: [F:18][C:19]1[CH:20]=[C:21]([CH:22]([OH:23])[C:11]2[CH:12]=[C:3]([O:2][CH3:1])[CH:4]=[CH:5][C:6]=2[C:7]([NH:9][CH3:10])=[O:8])[CH:24]=[CH:25][CH:26]=1. Given the reactants [CH3:1][O:2][C:3]1[CH:12]=[CH:11][C:6]([C:7]([NH:9][CH3:10])=[O:8])=[CH:5][CH:4]=1.[Li]CCCC.[F:18][C:19]1[CH:20]=[C:21]([CH:24]=[CH:25][CH:26]=1)[CH:22]=[O:23], predict the reaction product. (2) Given the reactants [C:1]([OH:10])(=[O:9])[C@@H:2]([C@H:4]([C:6]([OH:8])=[O:7])[OH:5])[OH:3].[CH2:11]([N:13]([CH2:57][CH3:58])[CH2:14][CH2:15][N:16]([C:31]([CH2:33][N:34]1[CH:39]=[C:38]([CH2:40][C:41]2[CH:42]=[N:43][N:44]([CH3:46])[CH:45]=2)[C:37](=[O:47])[N:36]=[C:35]1[S:48][CH2:49][C:50]1[CH:55]=[CH:54][C:53]([F:56])=[CH:52][CH:51]=1)=[O:32])[CH2:17][C:18]1[CH:23]=[CH:22][C:21]([C:24]2[CH:29]=[CH:28][C:27]([Cl:30])=[CH:26][CH:25]=2)=[CH:20][CH:19]=1)[CH3:12], predict the reaction product. The product is: [OH:8][C:6]([CH:4]([CH:2]([C:1]([OH:10])=[O:9])[OH:3])[OH:5])=[O:7].[CH2:57]([N:13]([CH2:11][CH3:12])[CH2:14][CH2:15][N:16]([C:31]([CH2:33][N:34]1[CH:39]=[C:38]([CH2:40][C:41]2[CH:42]=[N:43][N:44]([CH3:46])[CH:45]=2)[C:37](=[O:47])[N:36]=[C:35]1[S:48][CH2:49][C:50]1[CH:55]=[CH:54][C:53]([F:56])=[CH:52][CH:51]=1)=[O:32])[CH2:17][C:18]1[CH:23]=[CH:22][C:21]([C:24]2[CH:25]=[CH:26][C:27]([Cl:30])=[CH:28][CH:29]=2)=[CH:20][CH:19]=1)[CH3:58]. (3) Given the reactants [Cl:1][C:2]1[CH:3]=[C:4]([NH:9][C:10]([C:12]2[C:13](=[O:25])[N:14]([C:19]3[CH:24]=[CH:23][CH:22]=[CH:21][CH:20]=3)[N:15]([CH3:18])[C:16]=2[CH3:17])=[O:11])[CH:5]=[CH:6][C:7]=1[OH:8].CC([O-])(C)C.[K+].Cl[C:33]1[CH:38]=[CH:37][N:36]=[C:35]([C:39]([NH2:41])=[O:40])[CH:34]=1, predict the reaction product. The product is: [Cl:1][C:2]1[CH:3]=[C:4]([NH:9][C:10]([C:12]2[C:13](=[O:25])[N:14]([C:19]3[CH:20]=[CH:21][CH:22]=[CH:23][CH:24]=3)[N:15]([CH3:18])[C:16]=2[CH3:17])=[O:11])[CH:5]=[CH:6][C:7]=1[O:8][C:33]1[CH:38]=[CH:37][N:36]=[C:35]([C:39]([NH2:41])=[O:40])[CH:34]=1. (4) Given the reactants F[C:2]1[C:3]([CH3:15])=[C:4]([CH:8]=[CH:9][C:10]=1[S:11]([CH3:14])(=[O:13])=[O:12])[C:5]([OH:7])=[O:6].[CH2:16]([NH2:20])[CH:17]([CH3:19])[CH3:18].S(=O)(=O)(O)O, predict the reaction product. The product is: [CH2:16]([NH:20][C:2]1[C:3]([CH3:15])=[C:4]([CH:8]=[CH:9][C:10]=1[S:11]([CH3:14])(=[O:13])=[O:12])[C:5]([OH:7])=[O:6])[CH:17]([CH3:19])[CH3:18]. (5) Given the reactants [CH2:1]([C@@:5]1([CH2:28][CH3:29])[NH:11][C@H:10]([C:12]2[CH:17]=[CH:16][CH:15]=[CH:14][CH:13]=2)[C:9]2[CH:18]=[C:19]([O:24][CH3:25])[C:20]([CH2:22][NH2:23])=[CH:21][C:8]=2[S:7](=[O:27])(=[O:26])[CH2:6]1)[CH2:2][CH2:3][CH3:4].N1C=CC=CC=1.[Cl:36][CH2:37][C:38](Cl)=[O:39], predict the reaction product. The product is: [CH2:1]([C@@:5]1([CH2:28][CH3:29])[NH:11][C@H:10]([C:12]2[CH:13]=[CH:14][CH:15]=[CH:16][CH:17]=2)[C:9]2[CH:18]=[C:19]([O:24][CH3:25])[C:20]([CH2:22][NH:23][C:38](=[O:39])[CH2:37][Cl:36])=[CH:21][C:8]=2[S:7](=[O:26])(=[O:27])[CH2:6]1)[CH2:2][CH2:3][CH3:4]. (6) Given the reactants [O:1]1[CH2:5][CH2:4][C@@H:3]([OH:6])[CH2:2]1.[H-].[Na+].CC1C=CC(S(O[CH2:20][CH2:21][O:22][C:23]2[CH:28]=[CH:27][C:26]([CH2:29][C:30]3[CH:35]=[C:34]([Br:36])[CH:33]=[CH:32][C:31]=3[Cl:37])=[CH:25][CH:24]=2)(=O)=O)=CC=1, predict the reaction product. The product is: [Br:36][C:34]1[CH:33]=[CH:32][C:31]([Cl:37])=[C:30]([CH:35]=1)[CH2:29][C:26]1[CH:25]=[CH:24][C:23]([O:22][CH2:21][CH2:20][O:6][C@H:3]2[CH2:4][CH2:5][O:1][CH2:2]2)=[CH:28][CH:27]=1. (7) Given the reactants C(O)(=[O:3])C.[BH4-].[Na+].[C:7]([C:11]1[CH:16]=[CH:15][C:14]([C:17]2[C:25]3[C:20](=[CH:21][CH:22]=[C:23]([CH:26]=[CH2:27])[CH:24]=3)[N:19]([CH2:28][C:29]3[CH:34]=[CH:33][CH:32]=[C:31]([O:35][CH3:36])[CH:30]=3)[C:18]=2[C:37]([O:39][CH2:40][CH3:41])=[O:38])=[CH:13][CH:12]=1)([CH3:10])([CH3:9])[CH3:8], predict the reaction product. The product is: [C:7]([C:11]1[CH:12]=[CH:13][C:14]([C:17]2[C:25]3[C:20](=[CH:21][CH:22]=[C:23]([CH2:26][CH2:27][OH:3])[CH:24]=3)[N:19]([CH2:28][C:29]3[CH:34]=[CH:33][CH:32]=[C:31]([O:35][CH3:36])[CH:30]=3)[C:18]=2[C:37]([O:39][CH2:40][CH3:41])=[O:38])=[CH:15][CH:16]=1)([CH3:8])([CH3:9])[CH3:10].